Dataset: Catalyst prediction with 721,799 reactions and 888 catalyst types from USPTO. Task: Predict which catalyst facilitates the given reaction. (1) Reactant: [C:1]([OH:13])(=[O:12])[C:2]1[CH:11]=[CH:10][C:7]([O:8][CH3:9])=[C:4]([O:5][CH3:6])[CH:3]=1.[Cl:14][C:15]([Cl:20])([Cl:19])[CH:16](O)O. Product: [CH3:9][O:8][C:7]1[CH:10]=[C:11]2[C:2](=[CH:3][C:4]=1[O:5][CH3:6])[C:1](=[O:13])[O:12][CH:16]2[C:15]([Cl:20])([Cl:19])[Cl:14]. The catalyst class is: 65. (2) Reactant: C[O:2][C:3](=[O:25])[CH:4]([C:11]1[CH:16]=[CH:15][C:14]([C:17]#[C:18][C:19]2[CH:20]=[N:21][CH:22]=[N:23][CH:24]=2)=[CH:13][CH:12]=1)[CH2:5][CH:6]1[CH2:10][CH2:9][CH2:8][CH2:7]1.O1CCCC1.[OH-].[Li+]. Product: [CH:6]1([CH2:5][CH:4]([C:11]2[CH:16]=[CH:15][C:14]([C:17]#[C:18][C:19]3[CH:20]=[N:21][CH:22]=[N:23][CH:24]=3)=[CH:13][CH:12]=2)[C:3]([OH:25])=[O:2])[CH2:10][CH2:9][CH2:8][CH2:7]1. The catalyst class is: 24. (3) Reactant: Cl.[Cl:2][C:3]1[CH:22]=[CH:21][CH:20]=[C:19]([Cl:23])[C:4]=1[CH2:5][O:6][C:7]1[CH:12]=[CH:11][C:10]([CH:13]2[O:18][CH2:17][CH2:16][NH:15][CH2:14]2)=[CH:9][CH:8]=1.CCN(CC)CC.Br[CH2:32][C:33]([O:35][CH2:36][CH3:37])=[O:34]. Product: [CH2:36]([O:35][C:33](=[O:34])[CH2:32][N:15]1[CH2:16][CH2:17][O:18][CH:13]([C:10]2[CH:9]=[CH:8][C:7]([O:6][CH2:5][C:4]3[C:3]([Cl:2])=[CH:22][CH:21]=[CH:20][C:19]=3[Cl:23])=[CH:12][CH:11]=2)[CH2:14]1)[CH3:37]. The catalyst class is: 23. (4) Reactant: CS(O[CH2:6][CH2:7][CH2:8][C:9]([C:17]1[CH:21]=[C:20]([CH:22]2[O:26]CCO2)[S:19][CH:18]=1)([OH:16])[C:10]1[CH:15]=[CH:14][CH:13]=[CH:12][CH:11]=1)(=O)=O.[H-].[Na+].Cl. Product: [C:10]1([C:9]2([C:17]3[CH:21]=[C:20]([CH:22]=[O:26])[S:19][CH:18]=3)[CH2:8][CH2:7][CH2:6][O:16]2)[CH:15]=[CH:14][CH:13]=[CH:12][CH:11]=1. The catalyst class is: 118. (5) Reactant: [CH2:1]([NH:3][C:4]([C:6]1[S:7][C:8]([CH2:15][OH:16])=[CH:9][C:10]=1[Si:11]([CH3:14])([CH3:13])[CH3:12])=[O:5])[CH3:2].[Cr](Cl)([O-])(=O)=O.[NH+]1C=CC=CC=1. Product: [CH2:1]([NH:3][C:4]([C:6]1[S:7][C:8]([CH:15]=[O:16])=[CH:9][C:10]=1[Si:11]([CH3:14])([CH3:13])[CH3:12])=[O:5])[CH3:2]. The catalyst class is: 2. (6) Reactant: [NH:1]([C:3]1[CH:8]=[CH:7][CH:6]=[CH:5][N:4]=1)[NH2:2].[C:9]([CH2:17][C:18]#[N:19])(=O)[C:10]1[CH:15]=[CH:14][CH:13]=[CH:12][CH:11]=1.C([O-])([O-])=O.[Na+].[Na+]. Product: [N:4]1[CH:5]=[CH:6][CH:7]=[CH:8][C:3]=1[N:1]1[C:18]([NH2:19])=[CH:17][C:9]([C:10]2[CH:15]=[CH:14][CH:13]=[CH:12][CH:11]=2)=[N:2]1. The catalyst class is: 33. (7) Reactant: [Br:1][C:2]1[CH:7]=[CH:6][C:5]([NH:8][C:9]2[CH:14]=[C:13]([O:15][CH3:16])[CH:12]=[CH:11][C:10]=2[N+:17]([O-])=O)=[CH:4][CH:3]=1.O.O.[Sn](Cl)Cl.[OH-].[Na+]. Product: [Br:1][C:2]1[CH:7]=[CH:6][C:5]([NH:8][C:9]2[C:10]([NH2:17])=[CH:11][CH:12]=[C:13]([O:15][CH3:16])[CH:14]=2)=[CH:4][CH:3]=1. The catalyst class is: 14.